From a dataset of HIV replication inhibition screening data with 41,000+ compounds from the AIDS Antiviral Screen. Binary Classification. Given a drug SMILES string, predict its activity (active/inactive) in a high-throughput screening assay against a specified biological target. (1) The drug is O=C(CC1(O)C(=O)Nc2c(Cl)cc(Cl)cc21)c1ccc(F)cc1. The result is 0 (inactive). (2) The result is 0 (inactive). The molecule is COc1cc2c(c3[nH]cc(C(=O)O)c(=O)c13)NC(=O)CS2. (3) The molecule is CC(=O)OCC1OC(Nc2ccc3nc(C)n(-c4cccc(C)c4)c(=O)c3c2)C(OC(C)=O)C(OC(C)=O)C1OC(C)=O. The result is 0 (inactive).